From a dataset of Full USPTO retrosynthesis dataset with 1.9M reactions from patents (1976-2016). Predict the reactants needed to synthesize the given product. (1) Given the product [C:61]([N:47]1[C:46]2[CH:65]=[CH:66][C:43]([C:40]3[CH:41]=[N:42][C:37]([NH2:36])=[N:38][CH:39]=3)=[CH:44][C:45]=2[N:49]=[C:48]1[C:50]1[CH:59]=[C:58]([F:60])[CH:57]=[CH:56][C:51]=1[C:52]1[N:54]=[C:1]([CH3:2])[O:4][N:53]=1)([CH3:64])([CH3:62])[CH3:63], predict the reactants needed to synthesize it. The reactants are: [C:1]([OH:4])(=O)[CH3:2].CN(C(ON1N=NC2C=CC=NC1=2)=[N+](C)C)C.F[P-](F)(F)(F)(F)F.C(N(CC)CC)C.[NH2:36][C:37]1[N:42]=[CH:41][C:40]([C:43]2[CH:66]=[CH:65][C:46]3[N:47]([C:61]([CH3:64])([CH3:63])[CH3:62])[C:48]([C:50]4[CH:59]=[C:58]([F:60])[CH:57]=[CH:56][C:51]=4[C:52]([NH:54]O)=[NH:53])=[N:49][C:45]=3[CH:44]=2)=[CH:39][N:38]=1. (2) Given the product [C:8]([C:4]1[CH:3]=[C:2]([CH3:1])[CH:7]=[CH:6][N+:5]=1[O-:18])#[N:9], predict the reactants needed to synthesize it. The reactants are: [CH3:1][C:2]1[CH:7]=[CH:6][N:5]=[C:4]([C:8]#[N:9])[CH:3]=1.C1C=C(Cl)C=C(C(OO)=[O:18])C=1.